Dataset: NCI-60 drug combinations with 297,098 pairs across 59 cell lines. Task: Regression. Given two drug SMILES strings and cell line genomic features, predict the synergy score measuring deviation from expected non-interaction effect. (1) Drug 1: CCC1(CC2CC(C3=C(CCN(C2)C1)C4=CC=CC=C4N3)(C5=C(C=C6C(=C5)C78CCN9C7C(C=CC9)(C(C(C8N6C=O)(C(=O)OC)O)OC(=O)C)CC)OC)C(=O)OC)O.OS(=O)(=O)O. Drug 2: CC1CCCC2(C(O2)CC(NC(=O)CC(C(C(=O)C(C1O)C)(C)C)O)C(=CC3=CSC(=N3)C)C)C. Cell line: U251. Synergy scores: CSS=47.2, Synergy_ZIP=-5.15, Synergy_Bliss=-4.83, Synergy_Loewe=-9.42, Synergy_HSA=-2.16. (2) Drug 1: C1CCC(C1)C(CC#N)N2C=C(C=N2)C3=C4C=CNC4=NC=N3. Drug 2: CC12CCC3C(C1CCC2OP(=O)(O)O)CCC4=C3C=CC(=C4)OC(=O)N(CCCl)CCCl.[Na+]. Cell line: HCC-2998. Synergy scores: CSS=-5.97, Synergy_ZIP=1.79, Synergy_Bliss=-7.62, Synergy_Loewe=-12.6, Synergy_HSA=-12.5. (3) Drug 1: CNC(=O)C1=CC=CC=C1SC2=CC3=C(C=C2)C(=NN3)C=CC4=CC=CC=N4. Drug 2: C1=CC(=CC=C1CC(C(=O)O)N)N(CCCl)CCCl.Cl. Cell line: SR. Synergy scores: CSS=76.8, Synergy_ZIP=2.74, Synergy_Bliss=2.57, Synergy_Loewe=-1.59, Synergy_HSA=3.90. (4) Drug 1: C1=CC(=CC=C1CCCC(=O)O)N(CCCl)CCCl. Drug 2: C(CC(=O)O)C(=O)CN.Cl. Cell line: A549. Synergy scores: CSS=19.4, Synergy_ZIP=-6.06, Synergy_Bliss=-6.52, Synergy_Loewe=-10.1, Synergy_HSA=-4.83. (5) Drug 1: CN(C)N=NC1=C(NC=N1)C(=O)N. Drug 2: C1=NNC2=C1C(=O)NC=N2. Cell line: HCC-2998. Synergy scores: CSS=4.32, Synergy_ZIP=-0.963, Synergy_Bliss=-1.08, Synergy_Loewe=-2.63, Synergy_HSA=-3.05. (6) Drug 1: CC1C(C(CC(O1)OC2CC(CC3=C2C(=C4C(=C3O)C(=O)C5=C(C4=O)C(=CC=C5)OC)O)(C(=O)C)O)N)O.Cl. Drug 2: C1CN(P(=O)(OC1)NCCCl)CCCl. Cell line: SNB-75. Synergy scores: CSS=8.93, Synergy_ZIP=-1.73, Synergy_Bliss=-1.28, Synergy_Loewe=-62.5, Synergy_HSA=-1.66. (7) Drug 1: CN(C)C1=NC(=NC(=N1)N(C)C)N(C)C. Drug 2: CCCCC(=O)OCC(=O)C1(CC(C2=C(C1)C(=C3C(=C2O)C(=O)C4=C(C3=O)C=CC=C4OC)O)OC5CC(C(C(O5)C)O)NC(=O)C(F)(F)F)O. Cell line: NCIH23. Synergy scores: CSS=2.04, Synergy_ZIP=-0.507, Synergy_Bliss=1.54, Synergy_Loewe=1.18, Synergy_HSA=1.07. (8) Drug 1: CN1CCC(CC1)COC2=C(C=C3C(=C2)N=CN=C3NC4=C(C=C(C=C4)Br)F)OC. Drug 2: CC1CCCC2(C(O2)CC(NC(=O)CC(C(C(=O)C(C1O)C)(C)C)O)C(=CC3=CSC(=N3)C)C)C. Cell line: OVCAR-5. Synergy scores: CSS=15.4, Synergy_ZIP=-5.13, Synergy_Bliss=-2.53, Synergy_Loewe=-3.78, Synergy_HSA=-3.75. (9) Drug 1: C1CN1P(=S)(N2CC2)N3CC3. Drug 2: CC1=C2C(C(=O)C3(C(CC4C(C3C(C(C2(C)C)(CC1OC(=O)C(C(C5=CC=CC=C5)NC(=O)C6=CC=CC=C6)O)O)OC(=O)C7=CC=CC=C7)(CO4)OC(=O)C)O)C)OC(=O)C. Cell line: KM12. Synergy scores: CSS=54.2, Synergy_ZIP=-1.92, Synergy_Bliss=-0.880, Synergy_Loewe=-10.3, Synergy_HSA=0.777.